From a dataset of Full USPTO retrosynthesis dataset with 1.9M reactions from patents (1976-2016). Predict the reactants needed to synthesize the given product. (1) The reactants are: [O:1]1[CH2:6][CH2:5][N:4]([C:7]2[N:12]=[C:11]([C:13]3[C:14]([C:20]([F:23])([F:22])[F:21])=[CH:15][C:16]([NH2:19])=[N:17][CH:18]=3)[CH:10]=[C:9]([N:24]3[CH2:29][CH2:28][O:27][CH2:26][CH2:25]3)[N:8]=2)[CH2:3][CH2:2]1.[H-].[Na+].I[CH2:33][CH3:34].O. Given the product [O:1]1[CH2:6][CH2:5][N:4]([C:7]2[N:12]=[C:11]([C:13]3[C:14]([C:20]([F:22])([F:21])[F:23])=[CH:15][C:16]([NH:19][CH2:33][CH3:34])=[N:17][CH:18]=3)[CH:10]=[C:9]([N:24]3[CH2:29][CH2:28][O:27][CH2:26][CH2:25]3)[N:8]=2)[CH2:3][CH2:2]1, predict the reactants needed to synthesize it. (2) Given the product [I:20][C:8]1[C:9]([CH3:11])=[N:10][C:3]([O:2][CH3:1])=[C:4]([C:7]=1[CH3:12])[C:5]#[N:6], predict the reactants needed to synthesize it. The reactants are: [CH3:1][O:2][C:3]1[N:10]=[C:9]([CH3:11])[CH:8]=[C:7]([CH3:12])[C:4]=1[C:5]#[N:6].FC(F)(F)C(O)=O.[I:20]N1C(=O)CCC1=O.C(=O)([O-])[O-].[Na+].[Na+].[O-]S([O-])(=S)=O.[Na+].[Na+]. (3) Given the product [C:17]1([S:23][C:15]2([S:8][C:9]3[CH:15]=[CH:14][CH:13]=[CH:12][CH:10]=3)[C:9]3[S:8][C:7]([NH:6][C:4]([NH:3][CH2:1][CH3:2])=[O:5])=[N:11][C:10]=3[CH2:12][CH2:13][CH2:14]2)[CH:22]=[CH:21][CH:20]=[CH:19][CH:18]=1, predict the reactants needed to synthesize it. The reactants are: [CH2:1]([NH:3][C:4]([NH:6][C:7]1[S:8][C:9]2[C:15](=O)[CH2:14][CH2:13][CH2:12][C:10]=2[N:11]=1)=[O:5])[CH3:2].[C:17]1([SH:23])[CH:22]=[CH:21][CH:20]=[CH:19][CH:18]=1.Cl. (4) Given the product [CH2:12]1[C:21]2[C:16](=[CH:17][CH:18]=[CH:19][CH:20]=2)[CH2:15][CH2:14][N:13]1[CH2:22][CH:23]([OH:41])[CH2:24][O:25][C:26]1[CH:31]=[CH:30][CH:29]=[C:28]([C:2]2[CH:3]=[CH:4][C:5]3[N:6]([C:8]([CH3:11])=[N:9][CH:10]=3)[CH:7]=2)[CH:27]=1.[CH:42]([O-:44])=[O:43], predict the reactants needed to synthesize it. The reactants are: Br[C:2]1[CH:3]=[CH:4][C:5]2[N:6]([C:8]([CH3:11])=[N:9][CH:10]=2)[CH:7]=1.[CH2:12]1[C:21]2[C:16](=[CH:17][CH:18]=[CH:19][CH:20]=2)[CH2:15][CH2:14][N:13]1[CH2:22][CH:23]([OH:41])[CH2:24][O:25][C:26]1[CH:31]=[CH:30][CH:29]=[C:28](B2OC(C)(C)C(C)(C)O2)[CH:27]=1.[C:42]([O-])([O-:44])=[O:43].[K+].[K+].O1CCOCC1. (5) Given the product [F:30][C:31]1[CH:32]=[C:33]([NH:37][C:38](=[O:39])[NH:1][C:2]2[CH:3]=[C:4]([CH:8]3[C:17]([CH3:18])([CH3:19])[CH2:16][C:15]4[C:10](=[CH:11][CH:12]=[C:13]([C:20]([OH:22])=[O:21])[CH:14]=4)[NH:9]3)[CH:5]=[CH:6][CH:7]=2)[CH:34]=[CH:35][CH:36]=1, predict the reactants needed to synthesize it. The reactants are: [NH2:1][C:2]1[CH:3]=[C:4]([CH:8]2[C:17]([CH3:19])([CH3:18])[CH2:16][C:15]3[C:10](=[CH:11][CH:12]=[C:13]([C:20]([OH:22])=[O:21])[CH:14]=3)[NH:9]2)[CH:5]=[CH:6][CH:7]=1.C(N(CC)CC)C.[F:30][C:31]1[CH:32]=[C:33]([N:37]=[C:38]=[O:39])[CH:34]=[CH:35][CH:36]=1. (6) Given the product [CH3:16][N:14]([CH3:15])[C:12]1[C:11]([C:17]([F:20])([F:19])[F:18])=[CH:10][C:9]2[NH:21][C:22](=[O:46])[CH2:23][C:24]([C:25]3[CH:30]=[CH:29][CH:28]=[C:27]([C:31]4[N:32]([CH2:36][CH2:37][OH:38])[N:33]=[CH:34][CH:35]=4)[CH:26]=3)=[N:7][C:8]=2[CH:13]=1, predict the reactants needed to synthesize it. The reactants are: C(OC(=O)[NH:7][C:8]1[CH:13]=[C:12]([N:14]([CH3:16])[CH3:15])[C:11]([C:17]([F:20])([F:19])[F:18])=[CH:10][C:9]=1[NH:21][C:22](=[O:46])[CH2:23][C:24](=O)[C:25]1[CH:30]=[CH:29][CH:28]=[C:27]([C:31]2[N:32]([CH2:36][CH2:37][O:38]C3CCCCO3)[N:33]=[CH:34][CH:35]=2)[CH:26]=1)(C)(C)C.C(O)(C(F)(F)F)=O. (7) Given the product [NH2:27][C:19]1[C:18]2[N:28]=[C:15]([CH2:14][N:5]3[C:1](=[O:11])[C:2]4[C:3](=[CH:7][CH:8]=[CH:9][CH:10]=4)[C:4]3=[O:6])[N:16]([CH2:29][CH:30]([CH3:31])[CH3:32])[C:17]=2[C:26]2[N:25]=[CH:24][CH:23]=[CH:22][C:21]=2[N:20]=1, predict the reactants needed to synthesize it. The reactants are: [C:1]1(=[O:11])[NH:5][C:4](=[O:6])[C:3]2=[CH:7][CH:8]=[CH:9][CH:10]=[C:2]12.[K].Cl[CH2:14][C:15]1[N:16]([CH2:29][CH:30]([CH3:32])[CH3:31])[C:17]2[C:26]3[N:25]=[CH:24][CH:23]=[CH:22][C:21]=3[N:20]=[C:19]([NH2:27])[C:18]=2[N:28]=1. (8) The reactants are: C(OC([NH:8][C:9]1[C:17]2[C:12](=[CH:13][CH:14]=[CH:15][CH:16]=2)[C:11]([C:26]2[CH:27]=[CH:28][C:29](OS([C:44]([F:47])([F:46])[F:45])(=O)=O)=[C:30]([C:32]3[CH:37]=[CH:36][CH:35]=[C:34]([O:38][CH3:39])[CH:33]=3)[CH:31]=2)([C:18]2[CH:23]=[CH:22][C:21]([O:24][CH3:25])=[CH:20][CH:19]=2)[N:10]=1)=O)(C)(C)C.P([O-])([O-])([O-])=O.[K+].[K+].[K+].COCC[O:60][CH3:61].O.C([OH:65])C. Given the product [F:47][C:44]([F:45])([F:46])[C:61]([OH:60])=[O:65].[CH3:39][O:38][C:34]1[CH:33]=[C:32]([C:30]2[CH:29]=[CH:28][CH:27]=[C:26]([C:11]3([C:18]4[CH:19]=[CH:20][C:21]([O:24][CH3:25])=[CH:22][CH:23]=4)[C:12]4[C:17](=[CH:16][CH:15]=[CH:14][CH:13]=4)[C:9]([NH2:8])=[N:10]3)[CH:31]=2)[CH:37]=[CH:36][CH:35]=1, predict the reactants needed to synthesize it. (9) Given the product [C:1]1([C:7]2[N:11]=[C:10]([N:12]3[CH2:17][CH2:16][N:15]([C:31]([NH:30][C:27]4[CH:28]=[CH:29][S:25][CH:26]=4)=[O:32])[CH2:14][CH2:13]3)[S:9][N:8]=2)[CH:2]=[CH:3][CH:4]=[CH:5][CH:6]=1, predict the reactants needed to synthesize it. The reactants are: [C:1]1([C:7]2[N:11]=[C:10]([N:12]3[CH2:17][CH2:16][NH:15][CH2:14][CH2:13]3)[S:9][N:8]=2)[CH:6]=[CH:5][CH:4]=[CH:3][CH:2]=1.C(N(CC)CC)C.[S:25]1[CH:29]=[CH:28][C:27]([N:30]=[C:31]=[O:32])=[CH:26]1.